Task: Predict the reactants needed to synthesize the given product.. Dataset: Full USPTO retrosynthesis dataset with 1.9M reactions from patents (1976-2016) (1) Given the product [Br:1][C:2]1[CH:3]=[C:4]([NH:8][C:9](=[O:14])[C:10]([F:11])([F:13])[F:12])[CH:5]=[CH:6][C:7]=1[S:16]([Cl:15])(=[O:18])=[O:17], predict the reactants needed to synthesize it. The reactants are: [Br:1][C:2]1[CH:3]=[C:4]([NH:8][C:9](=[O:14])[C:10]([F:13])([F:12])[F:11])[CH:5]=[CH:6][CH:7]=1.[Cl:15][S:16](O)(=[O:18])=[O:17]. (2) Given the product [F:34][C:32]1[CH:31]=[C:30]([C:35](=[O:63])[C:36](=[C:54]2[NH:58][C:57]3[CH:59]=[CH:60][CH:61]=[CH:62][C:56]=3[NH:55]2)[C:37]([C:39]2[CH:40]=[C:41]([S:45]([NH:48][C:49](=[NH:53])[C:50]([N:3]([CH3:4])[CH3:2])=[O:52])(=[O:46])=[O:47])[CH:42]=[CH:43][CH:44]=2)=[O:38])[CH:29]=[C:28]([F:27])[CH:33]=1, predict the reactants needed to synthesize it. The reactants are: Cl.[CH3:2][NH:3][CH3:4].C1C=CC2N(O)N=NC=2C=1.CCN=C=NCCCN(C)C.Cl.[F:27][C:28]1[CH:29]=[C:30]([C:35](=[O:63])[C:36](=[C:54]2[NH:58][C:57]3[CH:59]=[CH:60][CH:61]=[CH:62][C:56]=3[NH:55]2)[C:37]([C:39]2[CH:40]=[C:41]([S:45]([NH:48][C:49](=[NH:53])[C:50]([OH:52])=O)(=[O:47])=[O:46])[CH:42]=[CH:43][CH:44]=2)=[O:38])[CH:31]=[C:32]([F:34])[CH:33]=1. (3) Given the product [CH2:1]([O:3][C:4]([C:6]1[CH:7]=[N:8][C:9]2[C:14]([C:15]=1[NH:23][CH2:19][CH:20]([CH3:22])[CH3:21])=[CH:13][CH:12]=[CH:11][C:10]=2[O:17][CH3:18])=[O:5])[CH3:2], predict the reactants needed to synthesize it. The reactants are: [CH2:1]([O:3][C:4]([C:6]1[CH:7]=[N:8][C:9]2[C:14]([C:15]=1Cl)=[CH:13][CH:12]=[CH:11][C:10]=2[O:17][CH3:18])=[O:5])[CH3:2].[CH2:19]([NH2:23])[CH:20]([CH3:22])[CH3:21]. (4) The reactants are: Cl[C:2]1[C:7]([C:8]2[CH:13]=[CH:12][N:11]=[C:10]([NH:14][C:15]3[CH:22]=[CH:21][C:18]([C:19]#[N:20])=[CH:17][CH:16]=3)[N:9]=2)=[CH:6][N:5]=[C:4]([S:23][CH3:24])[N:3]=1.[CH2:25]([Mg]Br)[CH3:26]. Given the product [CH2:25]([C:2]1[C:7]([C:8]2[CH:13]=[CH:12][N:11]=[C:10]([NH:14][C:15]3[CH:22]=[CH:21][C:18]([C:19]#[N:20])=[CH:17][CH:16]=3)[N:9]=2)=[CH:6][N:5]=[C:4]([S:23][CH3:24])[N:3]=1)[CH3:26], predict the reactants needed to synthesize it. (5) The reactants are: C(N(CC)CC)C.[CH:8]([C:10]1[C:18]2[C:13](=[CH:14][CH:15]=[CH:16][CH:17]=2)[N:12](C(OC(C)(C)C)=O)[CH:11]=1)=[O:9].[CH3:26][O:27][C:28]1[N:33]=[C:32]([N:34]=[CH:35][C:36]2[CH:44]=[C:39]3[CH:40]=[CH:41][CH:42]=[CH:43][N:38]3[N:37]=2)[CH:31]=[N:30][CH:29]=1. Given the product [NH:12]1[C:13]2[C:18](=[CH:17][CH:16]=[CH:15][CH:14]=2)[C:10]([C:8](=[O:9])[CH:35]([NH:34][C:32]2[CH:31]=[N:30][CH:29]=[C:28]([O:27][CH3:26])[N:33]=2)[C:36]2[CH:44]=[C:39]3[CH:40]=[CH:41][CH:42]=[CH:43][N:38]3[N:37]=2)=[CH:11]1, predict the reactants needed to synthesize it. (6) Given the product [Cl:3][C:6]1[C:11]([C:12]([O:14][CH2:15][CH3:16])=[O:13])=[CH:10][N:9]=[C:8]([C:17]2[CH:22]=[CH:21][CH:20]=[CH:19][CH:18]=2)[N:7]=1, predict the reactants needed to synthesize it. The reactants are: S(Cl)([Cl:3])=O.O[C:6]1[C:11]([C:12]([O:14][CH2:15][CH3:16])=[O:13])=[CH:10][N:9]=[C:8]([C:17]2[CH:22]=[CH:21][CH:20]=[CH:19][CH:18]=2)[N:7]=1.C(=O)([O-])[O-].[K+].[K+]. (7) Given the product [OH:35][C@@:31]([C:29]1[O:30][C:26]([CH3:25])=[CH:27][N:28]=1)([CH3:32])[C:33]#[C:34][C:2]1[CH:3]=[C:4]([C:8]2[N:17]=[C:16]([C:18]([O:20][CH2:21][CH3:22])=[O:19])[C:15]3[C:10](=[CH:11][C:12]([O:23][CH3:24])=[CH:13][CH:14]=3)[N:9]=2)[CH:5]=[CH:6][CH:7]=1, predict the reactants needed to synthesize it. The reactants are: Br[C:2]1[CH:3]=[C:4]([C:8]2[N:17]=[C:16]([C:18]([O:20][CH2:21][CH3:22])=[O:19])[C:15]3[C:10](=[CH:11][C:12]([O:23][CH3:24])=[CH:13][CH:14]=3)[N:9]=2)[CH:5]=[CH:6][CH:7]=1.[CH3:25][C:26]1[O:30][C:29]([C@@:31]([OH:35])([C:33]#[CH:34])[CH3:32])=[N:28][CH:27]=1.